Dataset: Full USPTO retrosynthesis dataset with 1.9M reactions from patents (1976-2016). Task: Predict the reactants needed to synthesize the given product. (1) Given the product [Cl:1][C:2]1[CH:9]=[C:8]([NH:10][C@H:11]([CH2:12][NH:13][CH2:17][CH3:18])[CH2:15][C:14]([O:24][C:21]([CH3:25])([CH3:22])[CH3:20])=[O:16])[CH:7]=[CH:6][C:3]=1[C:4]#[N:5], predict the reactants needed to synthesize it. The reactants are: [Cl:1][C:2]1[CH:9]=[C:8]([NH:10][C@H:11]2[CH2:15][C:14](=[O:16])[N:13]([CH:17](C)[CH3:18])[CH2:12]2)[CH:7]=[CH:6][C:3]=1[C:4]#[N:5].[CH3:20][C:21]([CH3:25])([OH:24])[C:22]#N. (2) Given the product [CH3:18][C:16]1[N:17]=[C:12]([NH:1][CH:2]([CH2:6][CH2:7][CH2:8][CH2:9][CH3:10])[CH2:3][OH:5])[CH:13]=[CH:14][C:15]=1[N+:19]([O-:21])=[O:20], predict the reactants needed to synthesize it. The reactants are: [NH2:1][CH:2]([CH2:6][CH2:7][CH2:8][CH2:9][CH3:10])[C:3]([OH:5])=O.Cl[C:12]1[N:17]=[C:16]([CH3:18])[C:15]([N+:19]([O-:21])=[O:20])=[CH:14][CH:13]=1.CCN(C(C)C)C(C)C. (3) Given the product [Cl:21][C:22]1[CH:23]=[C:24]([N+:29]([O-:31])=[O:30])[CH:25]=[CH:26][C:27]=1[O:8][C:4]1[CH:5]=[CH:6][CH:7]=[C:2]([S:1][CH2:16][C:17]([CH3:20])([CH3:19])[CH3:18])[CH:3]=1, predict the reactants needed to synthesize it. The reactants are: [SH:1][C:2]1[CH:3]=[C:4]([OH:8])[CH:5]=[CH:6][CH:7]=1.CC(C)([O-])C.[Na+].Br[CH2:16][C:17]([CH3:20])([CH3:19])[CH3:18].[Cl:21][C:22]1[CH:23]=[C:24]([N+:29]([O-:31])=[O:30])[CH:25]=[CH:26][C:27]=1F. (4) Given the product [CH3:23][O:22][N:21]=[C:3]([CH2:2][O:34][C:29]1[CH:31]=[CH:32][C:26]([O:25][CH3:24])=[CH:27][CH:28]=1)[CH2:4][N:5]1[C:13]2[C:8](=[CH:9][C:10]([N:14]=[C:15]([N:17]([CH3:19])[CH3:18])[CH3:16])=[CH:11][CH:12]=2)[CH:7]=[C:6]1[CH3:20], predict the reactants needed to synthesize it. The reactants are: Cl[CH2:2][C:3](=[N:21][O:22][CH3:23])[CH2:4][N:5]1[C:13]2[C:8](=[CH:9][C:10]([N:14]=[C:15]([N:17]([CH3:19])[CH3:18])[CH3:16])=[CH:11][CH:12]=2)[CH:7]=[C:6]1[CH3:20].[CH3:24][O:25][C:26]1[CH:32]=[CH:31][C:29](N)=[CH:28][CH:27]=1.C([O-])([O-])=[O:34].[Na+].[Na+].O. (5) Given the product [CH3:2][CH2:3][O:12][C:9]([CH3:16])=[O:10].[CH3:19][CH2:18][CH2:17][CH:16]([CH3:22])[CH3:21], predict the reactants needed to synthesize it. The reactants are: S1C=C[C:3](B(O)O)=[CH:2]1.[C:9]([O-:12])(O)=[O:10].[Na+].[NH4+].[Cl-].[C:16]1([CH3:22])[CH:21]=C[CH:19]=[CH:18][CH:17]=1. (6) Given the product [CH2:1]([O:3][C:4](=[O:26])[CH2:5][C:6]1[CH:7]=[CH:8][C:9]([C:12]2[CH2:21][CH2:20][C@@H:19]([C:22]([CH3:25])([CH3:24])[CH3:23])[CH2:18][CH:13]=2)=[CH:10][CH:11]=1)[CH3:2], predict the reactants needed to synthesize it. The reactants are: [CH2:1]([O:3][C:4](=[O:26])[CH2:5][C:6]1[CH:11]=[CH:10][C:9]([C@:12]23[CH2:21][CH2:20][C@H:19]([C:22]([CH3:25])([CH3:24])[CH3:23])[CH2:18][C@H:13]2OC(=S)O3)=[CH:8][CH:7]=1)[CH3:2]. (7) Given the product [F:26][C:25]([F:28])([F:27])[C:20]1[CH:21]=[N:22][CH:23]=[CH:24][C:19]=1[O:1][CH:2]1[CH2:3][CH2:4][N:5]([C:8]([O:10][C:11]([CH3:14])([CH3:13])[CH3:12])=[O:9])[CH2:6][CH2:7]1, predict the reactants needed to synthesize it. The reactants are: [OH:1][CH:2]1[CH2:7][CH2:6][N:5]([C:8]([O:10][C:11]([CH3:14])([CH3:13])[CH3:12])=[O:9])[CH2:4][CH2:3]1.[H-].[Na+].Cl.Cl[C:19]1[CH:24]=[CH:23][N:22]=[CH:21][C:20]=1[C:25]([F:28])([F:27])[F:26].Cl.